From a dataset of Catalyst prediction with 721,799 reactions and 888 catalyst types from USPTO. Predict which catalyst facilitates the given reaction. (1) The catalyst class is: 659. Product: [CH2:22]([O:21][C:5]1[C:4]2[C:9](=[N:10][CH:11]=[C:2]([C:34]3[CH:35]=[CH:36][C:31]([F:30])=[CH:32][CH:33]=3)[N:3]=2)[N:8]=[C:7]([NH:12][CH2:13][C:14]2[CH:19]=[CH:18][C:17]([F:20])=[CH:16][CH:15]=2)[N:6]=1)[CH3:23]. Reactant: Cl[C:2]1[N:3]=[C:4]2[C:9](=[N:10][CH:11]=1)[N:8]=[C:7]([NH:12][CH2:13][C:14]1[CH:19]=[CH:18][C:17]([F:20])=[CH:16][CH:15]=1)[N:6]=[C:5]2[O:21][CH2:22][CH3:23].C(=O)([O-])[O-].[K+].[K+].[F:30][C:31]1[CH:36]=[CH:35][C:34](B(O)O)=[CH:33][CH:32]=1. (2) Reactant: [CH3:1][S:2][C:3]1[N:4]=[C:5](O)[C:6]2[CH2:12][CH2:11][N:10]([C:13]3[C:18]([C:19]([F:22])([F:21])[F:20])=[CH:17][CH:16]=[CH:15][N:14]=3)[CH2:9][CH2:8][C:7]=2[N:23]=1.O=P(Cl)(Cl)[Cl:27]. Product: [Cl:27][C:5]1[C:6]2[CH2:12][CH2:11][N:10]([C:13]3[C:18]([C:19]([F:22])([F:21])[F:20])=[CH:17][CH:16]=[CH:15][N:14]=3)[CH2:9][CH2:8][C:7]=2[N:23]=[C:3]([S:2][CH3:1])[N:4]=1. The catalyst class is: 210. (3) Reactant: [N:1]1([CH2:7][CH2:8][NH:9][C:10]([C:12]2[NH:13][C:14]3[C:19]([C:20]=2[C:21]2[N:22]([CH2:32][C:33]4[CH:38]=[CH:37][C:36]([Cl:39])=[CH:35][CH:34]=4)[CH:23]=[N:24][C:25]=2[C:26]2[CH:31]=[CH:30][CH:29]=[CH:28][CH:27]=2)=[CH:18][CH:17]=[C:16]([Cl:40])[CH:15]=3)=O)[CH2:6][CH2:5][O:4][CH2:3][CH2:2]1.[Al+3].[Cl-].[Cl-].[Cl-].[H-].[H-].[H-].[H-].[Li+].[Al+3]. Product: [Cl:40][C:16]1[CH:15]=[C:14]2[C:19]([C:20]([C:21]3[N:22]([CH2:32][C:33]4[CH:38]=[CH:37][C:36]([Cl:39])=[CH:35][CH:34]=4)[CH:23]=[N:24][C:25]=3[C:26]3[CH:31]=[CH:30][CH:29]=[CH:28][CH:27]=3)=[C:12]([CH2:10][NH:9][CH2:8][CH2:7][N:1]3[CH2:2][CH2:3][O:4][CH2:5][CH2:6]3)[NH:13]2)=[CH:18][CH:17]=1. The catalyst class is: 1. (4) The catalyst class is: 11. Reactant: Cl[C:2]1[C:11]([CH3:12])=[C:10]([Cl:13])[C:9]2[C:4](=[CH:5][C:6]([F:15])=[CH:7][C:8]=2[F:14])[N:3]=1.C([Sn](CCCC)(CCCC)[C:21]1[CH:22]=[CH:23][C:24]([N:27]2[CH2:32][CH2:31][O:30][CH2:29][CH2:28]2)=[N:25][CH:26]=1)CCC. Product: [Cl:13][C:10]1[C:9]2[C:4](=[CH:5][C:6]([F:15])=[CH:7][C:8]=2[F:14])[N:3]=[C:2]([C:21]2[CH:22]=[CH:23][C:24]([N:27]3[CH2:28][CH2:29][O:30][CH2:31][CH2:32]3)=[N:25][CH:26]=2)[C:11]=1[CH3:12]. (5) Reactant: [C:1]([O:5][C:6]([N:8]1[CH2:13][CH2:12][CH:11]([CH:14]([OH:24])[CH2:15][C:16]2[C:21](Br)=[CH:20][N:19]=[C:18]([Cl:23])[CH:17]=2)[CH2:10][CH2:9]1)=[O:7])([CH3:4])([CH3:3])[CH3:2].C(P(C(C)(C)C)C1C=CC2C(=CC=CC=2)C=1C1C2C(=CC=CC=2)C=CC=1)(C)(C)C.C(=O)([O-])[O-].[Cs+].[Cs+].C(OCC)(=O)C. Product: [C:1]([O:5][C:6]([N:8]1[CH2:13][CH2:12][CH:11]([CH:14]2[O:24][C:21]3=[CH:20][N:19]=[C:18]([Cl:23])[CH:17]=[C:16]3[CH2:15]2)[CH2:10][CH2:9]1)=[O:7])([CH3:4])([CH3:3])[CH3:2]. The catalyst class is: 493. (6) Reactant: [CH2:1]([C:4]1[C:12]([N:13]([CH2:20][CH3:21])[CH:14]2[CH2:19][CH2:18][O:17][CH2:16][CH2:15]2)=[CH:11][CH:10]=[CH:9][C:5]=1[C:6]([OH:8])=O)[CH:2]=[CH2:3].C1C=NC2N(O)N=NC=2C=1.C(Cl)CCl.[NH2:36][CH2:37][C:38]1[C:39]([O:51][CH3:52])=[N:40][C:41]([CH3:50])=[CH:42][C:43]=1[CH2:44][N:45]([CH3:49])[CH2:46][CH:47]=[CH2:48].CN1CCOCC1. Product: [CH2:1]([C:4]1[C:12]([N:13]([CH2:20][CH3:21])[CH:14]2[CH2:19][CH2:18][O:17][CH2:16][CH2:15]2)=[CH:11][CH:10]=[CH:9][C:5]=1[C:6]([NH:36][CH2:37][C:38]1[C:39]([O:51][CH3:52])=[N:40][C:41]([CH3:50])=[CH:42][C:43]=1[CH2:44][N:45]([CH2:46][CH:47]=[CH2:48])[CH3:49])=[O:8])[CH:2]=[CH2:3]. The catalyst class is: 3. (7) Product: [Br:1][C:2]1[CH:15]=[CH:14][CH:13]=[C:12]2[C:3]=1[S:4][C:5]1[CH:6]=[CH:7][C:8]([NH2:16])=[CH:9][C:10]=1[CH2:11]2. The catalyst class is: 183. Reactant: [Br:1][C:2]1[CH:15]=[CH:14][CH:13]=[C:12]2[C:3]=1[S:4][C:5]1[CH:6]=[CH:7][C:8]([N+:16]([O-])=O)=[CH:9][C:10]=1[CH2:11]2.